This data is from Catalyst prediction with 721,799 reactions and 888 catalyst types from USPTO. The task is: Predict which catalyst facilitates the given reaction. (1) Reactant: [N:1]([C:4]1[CH:14]=[CH:13][C:7]([C:8]([NH:10][CH2:11][CH3:12])=[O:9])=[CH:6][CH:5]=1)=[N+:2]=[N-:3].[C:15]([CH2:23][C:24]([O:26]CC)=[O:25])(=O)[C:16]1[CH:21]=[CH:20][CH:19]=[CH:18][CH:17]=1.[O-]CC.[Na+].O. Product: [CH2:11]([NH:10][C:8]([C:7]1[CH:6]=[CH:5][C:4]([N:1]2[C:15]([C:16]3[CH:21]=[CH:20][CH:19]=[CH:18][CH:17]=3)=[C:23]([C:24]([OH:26])=[O:25])[N:3]=[N:2]2)=[CH:14][CH:13]=1)=[O:9])[CH3:12]. The catalyst class is: 8. (2) Reactant: [C:1]([C:3]1[CH:4]=[C:5]([C:13]2[S:17][C:16]([C:18]3[CH:26]=[CH:25][CH:24]=[C:23]4[C:19]=3[CH2:20][CH2:21][C@@H:22]4[NH:27]C(=O)OC(C)(C)C)=[N:15][CH:14]=2)[CH:6]=[CH:7][C:8]=1[O:9][CH:10]([CH3:12])[CH3:11])#[N:2].[ClH:35]. Product: [ClH:35].[NH2:27][C@@H:22]1[C:23]2[C:19](=[C:18]([C:16]3[S:17][C:13]([C:5]4[CH:6]=[CH:7][C:8]([O:9][CH:10]([CH3:12])[CH3:11])=[C:3]([CH:4]=4)[C:1]#[N:2])=[CH:14][N:15]=3)[CH:26]=[CH:25][CH:24]=2)[CH2:20][CH2:21]1. The catalyst class is: 472.